Regression. Given a peptide amino acid sequence and an MHC pseudo amino acid sequence, predict their binding affinity value. This is MHC class II binding data. From a dataset of Peptide-MHC class II binding affinity with 134,281 pairs from IEDB. (1) The peptide sequence is IRQAGVQYSRADEEQ. The MHC is HLA-DPA10103-DPB10401 with pseudo-sequence HLA-DPA10103-DPB10401. The binding affinity (normalized) is 0. (2) The peptide sequence is APPPQLPRPPATPPP. The MHC is DRB1_1602 with pseudo-sequence DRB1_1602. The binding affinity (normalized) is 0. (3) The MHC is DRB1_0301 with pseudo-sequence DRB1_0301. The peptide sequence is TSFIRNCARKVFNDI. The binding affinity (normalized) is 0.547.